Dataset: Forward reaction prediction with 1.9M reactions from USPTO patents (1976-2016). Task: Predict the product of the given reaction. (1) Given the reactants C(Cl)(=[O:3])C.C(Cl)(=O)C(Cl)=O.[C:11]([C:13]1[CH:18]=[CH:17][C:16]([CH2:19][C:20](Cl)=[O:21])=[CH:15][CH:14]=1)#[N:12].[O:23]1[CH2:28][CH2:27][CH:26]([CH2:29][CH2:30][N:31]2[CH2:36][CH2:35][CH:34]([NH:37][CH2:38][C:39]3[CH:44]=[CH:43][C:42]([F:45])=[CH:41][CH:40]=3)[CH2:33][CH2:32]2)[O:25][CH2:24]1, predict the reaction product. The product is: [C:11]([C:13]1[CH:18]=[CH:17][C:16]([CH2:19][C:20]([OH:21])=[O:3])=[CH:15][CH:14]=1)#[N:12].[O:23]1[CH2:28][CH2:27][CH:26]([CH2:29][CH2:30][N:31]2[CH2:36][CH2:35][CH:34]([NH:37][CH2:38][C:39]3[CH:44]=[CH:43][C:42]([F:45])=[CH:41][CH:40]=3)[CH2:33][CH2:32]2)[O:25][CH2:24]1. (2) Given the reactants N1C=CC=CC=1.N1C(F)=NC(F)=NC=1[F:9].[C:16]([O:20][C@@H:21]([CH3:45])[C@:22]([NH:27][C:28]([O:30][CH2:31][CH:32]1[C:44]2[CH:43]=[CH:42][CH:41]=[CH:40][C:39]=2[C:38]2[C:33]1=[CH:34][CH:35]=[CH:36][CH:37]=2)=[O:29])([CH3:26])[C:23](O)=[O:24])([CH3:19])([CH3:18])[CH3:17].O, predict the reaction product. The product is: [CH:43]1[C:44]2[CH:32]([CH2:31][O:30][C:28](=[O:29])[NH:27][C@:22]([C:23]([F:9])=[O:24])([CH3:26])[C@@H:21]([O:20][C:16]([CH3:19])([CH3:18])[CH3:17])[CH3:45])[C:33]3[C:38](=[CH:37][CH:36]=[CH:35][CH:34]=3)[C:39]=2[CH:40]=[CH:41][CH:42]=1. (3) Given the reactants C([N:8]1[CH2:14][CH2:13][CH:12]([OH:15])[C:11]([NH:17][C:18](=[O:23])[C:19]([F:22])([F:21])[F:20])([CH3:16])[CH2:10][CH2:9]1)C1C=CC=CC=1.Cl, predict the reaction product. The product is: [F:22][C:19]([F:20])([F:21])[C:18]([NH:17][C:11]1([CH3:16])[CH:12]([OH:15])[CH2:13][CH2:14][NH:8][CH2:9][CH2:10]1)=[O:23]. (4) Given the reactants [CH3:1][O:2][C:3](=[O:23])[C:4]([C:16]1[CH:21]=[CH:20][C:19]([OH:22])=[CH:18][CH:17]=1)=[CH:5][C:6]1[CH:11]=[C:10]([O:12][CH3:13])[CH:9]=[C:8]([O:14][CH3:15])[CH:7]=1, predict the reaction product. The product is: [CH3:1][O:2][C:3](=[O:23])[CH:4]([C:16]1[CH:17]=[CH:18][C:19]([OH:22])=[CH:20][CH:21]=1)[CH2:5][C:6]1[CH:7]=[C:8]([O:14][CH3:15])[CH:9]=[C:10]([O:12][CH3:13])[CH:11]=1. (5) Given the reactants C(O[C:6](=[O:12])[O:7][C:8]([CH3:11])([CH3:10])[CH3:9])(C)(C)C.[H][H].[N:15]([CH:18]([C:23]1[CH:28]=[C:27]([F:29])[CH:26]=[C:25]([F:30])[CH:24]=1)[C:19]([O:21][CH3:22])=[O:20])=[N+]=[N-], predict the reaction product. The product is: [CH3:11][C:8]([CH3:9])([O:7][C:6]([NH:15][CH:18]([C:23]1[CH:24]=[C:25]([F:30])[CH:26]=[C:27]([F:29])[CH:28]=1)[C:19]([O:21][CH3:22])=[O:20])=[O:12])[CH3:10]. (6) Given the reactants FC(F)(F)S(O[C:7]1[CH:16]=[CH:15][C:14]2[C:9](=[CH:10][C:11]([O:17][CH3:18])=[CH:12][CH:13]=2)[CH:8]=1)(=O)=O.COCCOC.C(=O)([O-])[O-].[Na+].[Na+].[CH3:33][O:34][C:35]([C:37]1[CH:38]=[C:39](B(O)O)[CH:40]=[CH:41][CH:42]=1)=[O:36], predict the reaction product. The product is: [CH3:18][O:17][C:11]1[CH:10]=[C:9]2[C:14]([CH:15]=[CH:16][C:7]([C:41]3[CH:42]=[C:37]([CH:38]=[CH:39][CH:40]=3)[C:35]([O:34][CH3:33])=[O:36])=[CH:8]2)=[CH:13][CH:12]=1. (7) Given the reactants [N:1]1([CH:7]2[CH2:12][CH2:11][CH:10]([OH:13])[CH2:9][CH2:8]2)[CH2:6][CH2:5][O:4][CH2:3][CH2:2]1.[H-].[Na+].Cl[C:17]1[C:18]2[CH:25]=[C:24]([CH2:26][CH2:27][NH:28][C:29](=[O:35])[O:30][C:31]([CH3:34])([CH3:33])[CH3:32])[S:23][C:19]=2[N:20]=[CH:21][N:22]=1, predict the reaction product. The product is: [N:1]1([CH:7]2[CH2:8][CH2:9][CH:10]([O:13][C:17]3[C:18]4[CH:25]=[C:24]([CH2:26][CH2:27][NH:28][C:29](=[O:35])[O:30][C:31]([CH3:33])([CH3:32])[CH3:34])[S:23][C:19]=4[N:20]=[CH:21][N:22]=3)[CH2:11][CH2:12]2)[CH2:2][CH2:3][O:4][CH2:5][CH2:6]1.